Dataset: Full USPTO retrosynthesis dataset with 1.9M reactions from patents (1976-2016). Task: Predict the reactants needed to synthesize the given product. Given the product [OH:24][C:3]1[CH:4]=[C:5]([CH2:6][NH:7]/[CH:8]=[C:9]2\[C:10](=[O:21])[NH:11][C:12](=[O:20])[C:13]3[C:18]\2=[CH:17][C:16]([I:19])=[CH:15][CH:14]=3)[CH:22]=[CH:23][C:2]=1[NH:1][C:36](=[O:37])[CH2:35][N:33]([CH3:34])[CH3:32], predict the reactants needed to synthesize it. The reactants are: [NH2:1][C:2]1[CH:23]=[CH:22][C:5]([CH2:6][NH:7][CH:8]=[C:9]2[C:18]3[C:13](=[CH:14][CH:15]=[C:16]([I:19])[CH:17]=3)[C:12](=[O:20])[NH:11][C:10]2=[O:21])=[CH:4][C:3]=1[OH:24].C(N(CC)CC)C.[CH3:32][N:33]([CH2:35][C:36](O)=[O:37])[CH3:34].Cl.CN(C)CCCN=C=NCC.ON1C2C=CC=CC=2N=N1.